Dataset: Reaction yield outcomes from USPTO patents with 853,638 reactions. Task: Predict the reaction yield, written as a fraction of the theoretical maximum amount of product (1.0 means a 100% yield; for example, 0.34 means a 34% yield). (1) The reactants are [F:1][C:2]1[CH:7]=[CH:6][CH:5]=[CH:4][C:3]=1[CH2:8][C:9]([OH:11])=[O:10].[C:12]1([C@@H:18](O)[CH3:19])[CH:17]=[CH:16][CH:15]=[CH:14][CH:13]=1.CCN=C=NCCCN(C)C. The catalyst is CN(C1C=CN=CC=1)C.C(Cl)Cl. The product is [F:1][C:2]1[CH:7]=[CH:6][CH:5]=[CH:4][C:3]=1[CH2:8][C:9]([O:11][C@H:18]([C:12]1[CH:17]=[CH:16][CH:15]=[CH:14][CH:13]=1)[CH3:19])=[O:10]. The yield is 0.920. (2) The reactants are [CH3:1][NH:2][CH2:3][C@@H:4]([C@H:6]([C@@H:8]([C@@H:10]([CH2:12][OH:13])[OH:11])[OH:9])[OH:7])[OH:5].[CH3:14][C:15]([N:27]([C:51](=[O:55])[C:52]([OH:54])=[O:53])[CH2:28][C:29]1[CH:34]=[CH:33][C:32]([C:35]2[O:39][N:38]=[C:37]([CH2:40][CH2:41][CH2:42][CH2:43][CH2:44][CH2:45][CH2:46][CH2:47][CH2:48][CH2:49][CH3:50])[N:36]=2)=[CH:31][CH:30]=1)([C:17]1[CH:22]=[CH:21][C:20]([C:23]([F:26])([F:25])[F:24])=[CH:19][CH:18]=1)[CH3:16]. No catalyst specified. The product is [CH3:1][NH:2][CH2:3][C@@H:4]([C@H:6]([C@@H:8]([C@@H:10]([CH2:12][OH:13])[OH:11])[OH:9])[OH:7])[OH:5].[CH3:14][C:15]([N:27]([C:51](=[O:55])[C:52]([OH:54])=[O:53])[CH2:28][C:29]1[CH:34]=[CH:33][C:32]([C:35]2[O:39][N:38]=[C:37]([CH2:40][CH2:41][CH2:42][CH2:43][CH2:44][CH2:45][CH2:46][CH2:47][CH2:48][CH2:49][CH3:50])[N:36]=2)=[CH:31][CH:30]=1)([C:17]1[CH:22]=[CH:21][C:20]([C:23]([F:25])([F:26])[F:24])=[CH:19][CH:18]=1)[CH3:16]. The yield is 0.950. (3) The catalyst is C1COCC1. The yield is 0.720. The reactants are Cl[CH2:2][CH2:3][C:4]([NH:6][C:7]1[C:20]2[C:19](=[O:21])[C:18]3[C:13](=[CH:14][CH:15]=[CH:16][C:17]=3[NH:22][C:23](=[O:27])[CH2:24][CH2:25]Cl)[C:12](=[O:28])[C:11]=2[CH:10]=[CH:9][CH:8]=1)=[O:5].[N:29]1[CH:34]=[CH:33]C=[CH:31][CH:30]=1.[CH2:35]([NH:37][CH2:38][CH3:39])[CH3:36]. The product is [CH2:34]([N:29]([CH2:30][CH3:31])[CH2:2][CH2:3][C:4]([NH:6][C:7]1[C:20]2[C:19](=[O:21])[C:18]3[C:13](=[CH:14][CH:15]=[CH:16][C:17]=3[NH:22][C:23](=[O:27])[CH2:24][CH2:25][N:37]([CH2:38][CH3:39])[CH2:35][CH3:36])[C:12](=[O:28])[C:11]=2[CH:10]=[CH:9][CH:8]=1)=[O:5])[CH3:33]. (4) The reactants are [CH2:1]([O:3][C:4]([C:6]1[N:7]([C:20]2[CH:25]=[CH:24][C:23]([O:26][CH:27]([CH3:29])[CH3:28])=[CH:22][CH:21]=2)[C:8]2[C:13]([C:14]=1[CH2:15][CH2:16][C:17]#[N:18])=[CH:12][C:11]([OH:19])=[CH:10][CH:9]=2)=[O:5])[CH3:2].Cl[C:31]1[CH:36]=[CH:35][C:34]([C:37]([F:40])([F:39])[F:38])=[CH:33][N:32]=1.C([O-])([O-])=O.[K+].[K+].C1OCCOCCOCCOCCOCCOC1. The catalyst is CCOC(C)=O.CN(C=O)C. The product is [CH2:1]([O:3][C:4]([C:6]1[N:7]([C:20]2[CH:21]=[CH:22][C:23]([O:26][CH:27]([CH3:28])[CH3:29])=[CH:24][CH:25]=2)[C:8]2[C:13]([C:14]=1[CH2:15][CH2:16][C:17]#[N:18])=[CH:12][C:11]([O:19][C:31]1[CH:36]=[CH:35][C:34]([C:37]([F:40])([F:39])[F:38])=[CH:33][N:32]=1)=[CH:10][CH:9]=2)=[O:5])[CH3:2]. The yield is 0.800. (5) The reactants are [C:1]([N:5]1[C:9]2=[N:10][C:11]([NH:14][C:15](=[O:23])[C:16]3[CH:21]=[CH:20][C:19]([CH3:22])=[CH:18][CH:17]=3)=[CH:12][CH:13]=[C:8]2[C:7]([C:24]([OH:26])=O)=[CH:6]1)([CH3:4])([CH3:3])[CH3:2].[CH2:27]([NH2:31])[CH:28]([CH3:30])[CH3:29].F[P-](F)(F)(F)(F)F.C[N+](C)=C(N(C)C)ON1C2N=CC=CC=2N=N1.C(N(CC)CC)C. The catalyst is CN(C=O)C. The product is [CH2:27]([NH:31][C:24]([C:7]1[C:8]2[C:9](=[N:10][C:11]([NH:14][C:15](=[O:23])[C:16]3[CH:17]=[CH:18][C:19]([CH3:22])=[CH:20][CH:21]=3)=[CH:12][CH:13]=2)[N:5]([C:1]([CH3:4])([CH3:3])[CH3:2])[CH:6]=1)=[O:26])[CH:28]([CH3:30])[CH3:29]. The yield is 0.240. (6) The reactants are C([NH:6][C:7]1[CH:12]=[CH:11][C:10]([N+:13]([O-:15])=[O:14])=[CH:9][C:8]=1[C:16]#[C:17][C:18]([CH3:24])([CH3:23])[C:19]([O:21][CH3:22])=[O:20])(=O)CCC. The catalyst is C(#N)C. The product is [CH3:23][C:18]([C:17]1[NH:6][C:7]2[C:8]([CH:16]=1)=[CH:9][C:10]([N+:13]([O-:15])=[O:14])=[CH:11][CH:12]=2)([CH3:24])[C:19]([O:21][CH3:22])=[O:20]. The yield is 0.230.